From a dataset of CYP2D6 substrate classification data from Carbon-Mangels et al.. Regression/Classification. Given a drug SMILES string, predict its absorption, distribution, metabolism, or excretion properties. Task type varies by dataset: regression for continuous measurements (e.g., permeability, clearance, half-life) or binary classification for categorical outcomes (e.g., BBB penetration, CYP inhibition). Dataset: cyp2d6_substrate_carbonmangels. (1) The compound is CO[C@H]1C=CO[C@@]2(C)Oc3c(C)c(O)c4c(O)c(c(/C=N\N5CCN(C)CC5)c(O)c4c3C2=O)NC(=O)C(C)=CC=C[C@H](C)[C@H](O)[C@@H](C)[C@@H](O)[C@@H](C)[C@H](OC(C)=O)[C@H]1C. The result is 0 (non-substrate). (2) The compound is FC(F)(F)[C@H](Cl)Br. The result is 1 (substrate). (3) The molecule is C#C[C@]1(O)CC[C@H]2[C@@H]3CCC4=CC(=O)CC[C@@H]4[C@H]3CC[C@@]21CC. The result is 0 (non-substrate). (4) The compound is CNC(=O)O/N=C(\C)SC. The result is 0 (non-substrate). (5) The drug is CCc1nn(CCCN2CCN(c3cccc(Cl)c3)CC2)c(=O)n1CC. The result is 1 (substrate). (6) The molecule is CCC1=C[C@@H]2CN(C1)Cc1c([nH]c3ccccc13)[C@@](C(=O)OC)(c1cc3c(cc1OC)N(C)[C@H]1[C@@](O)(C(=O)OC)[C@H](OC(C)=O)[C@]4(CC)C=CCN5CC[C@]31[C@@H]54)C2. The result is 1 (substrate). (7) The drug is O=C1CN=C(c2ccccc2Cl)c2cc([N+](=O)[O-])ccc2N1. The result is 0 (non-substrate). (8) The drug is CCCCCc1cc(O)c2c(c1)OC(C)(C)[C@@H]1CCC(C)=C[C@@H]21. The result is 0 (non-substrate). (9) The result is 0 (non-substrate). The compound is CCC1(c2ccccc2)C(=O)NC(=O)NC1=O. (10) The drug is CCN(CC)CCS(=O)(=O)[C@@H]1CCN2C(=O)c3coc(n3)CC(=O)C[C@H](O)C=C(C)C=CCNC(=O)C=C[C@@H](C)[C@@H](C(C)C)OC(=O)[C@@H]12. The result is 0 (non-substrate).